Dataset: Reaction yield outcomes from USPTO patents with 853,638 reactions. Task: Predict the reaction yield, written as a fraction of the theoretical maximum amount of product (1.0 means a 100% yield; for example, 0.34 means a 34% yield). The reactants are [Cl:1][C:2]1[C:3]([F:12])=[C:4]([CH:8]=[CH:9][C:10]=1[F:11])[C:5]([OH:7])=[O:6].OS(O)(=O)=O.[N+:18]([O-])([OH:20])=[O:19]. No catalyst specified. The product is [Cl:1][C:2]1[C:3]([F:12])=[C:4]([CH:8]=[C:9]([N+:18]([O-:20])=[O:19])[C:10]=1[F:11])[C:5]([OH:7])=[O:6]. The yield is 0.950.